Dataset: Full USPTO retrosynthesis dataset with 1.9M reactions from patents (1976-2016). Task: Predict the reactants needed to synthesize the given product. (1) Given the product [N:3]1[CH:4]=[C:5]2[C:9]([N:8]=[CH:7][NH:6]2)=[N:10][CH:2]=1, predict the reactants needed to synthesize it. The reactants are: Cl[C:2]1[N:10]=[C:9]2[C:5]([NH:6][CH:7]=[N:8]2)=[C:4](Cl)[N:3]=1.C(OCC)(=O)C.O1C=CCCC1.N1CCCC1. (2) Given the product [F:1][C:2]([F:21])([C:7]1[CH:8]=[C:9]([C:22]([NH:24][C:25](=[O:27])[CH3:26])=[CH2:23])[CH:10]=[CH:11][CH:12]=1)[C:3]([F:6])([F:5])[F:4], predict the reactants needed to synthesize it. The reactants are: [F:1][C:2]([F:21])([C:7]1[CH:8]=[C:9](OS(C(F)(F)F)(=O)=O)[CH:10]=[CH:11][CH:12]=1)[C:3]([F:6])([F:5])[F:4].[CH:22]([NH:24][C:25](=[O:27])[CH3:26])=[CH2:23].C(N(CC)CC)C.C1(P(C(P(C2C=CC=CC=2)C2C=CC=CC=2)(C)C)C2C=CC=CC=2)C=CC=CC=1. (3) Given the product [C:1]1([CH2:7][O:8][C:9](=[O:24])[N:10]([CH2:12][C:13]2[NH:15][C:16]3[C:17]([N:23]=2)=[N:18][CH:19]=[C:20]([Br:22])[CH:21]=3)[CH3:11])[CH:6]=[CH:5][CH:4]=[CH:3][CH:2]=1, predict the reactants needed to synthesize it. The reactants are: [C:1]1([CH2:7][O:8][C:9](=[O:24])[N:10]([CH2:12][C:13]([NH:15][C:16]2[C:17]([NH2:23])=[N:18][CH:19]=[C:20]([Br:22])[CH:21]=2)=O)[CH3:11])[CH:6]=[CH:5][CH:4]=[CH:3][CH:2]=1.